This data is from CYP2D6 inhibition data for predicting drug metabolism from PubChem BioAssay. The task is: Regression/Classification. Given a drug SMILES string, predict its absorption, distribution, metabolism, or excretion properties. Task type varies by dataset: regression for continuous measurements (e.g., permeability, clearance, half-life) or binary classification for categorical outcomes (e.g., BBB penetration, CYP inhibition). Dataset: cyp2d6_veith. The compound is CC1(C)N([O-])C(c2ccc(C(=O)O)cc2)=[N+]([O-])C1(C)C. The result is 0 (non-inhibitor).